Task: Predict the reactants needed to synthesize the given product.. Dataset: Retrosynthesis with 50K atom-mapped reactions and 10 reaction types from USPTO (1) Given the product C#CCNCc1nnc2n1-c1ccc([N+](=O)[O-])cc1C(c1ccccc1Cl)=NC2, predict the reactants needed to synthesize it. The reactants are: C#CCN.O=[N+]([O-])c1ccc2c(c1)C(c1ccccc1Cl)=NCc1nnc(CBr)n1-2. (2) Given the product Cc1cc(C)c2ncc(NC(=O)c3cc(C(C)(C)C)c(O)c(C(C)(C)C)c3)c(-c3ccccc3Cl)c2c1, predict the reactants needed to synthesize it. The reactants are: CC(C)(C)c1cc(C(=O)O)cc(C(C)(C)C)c1O.Cc1cc(C)c2ncc(N)c(-c3ccccc3Cl)c2c1. (3) The reactants are: COCOC1(c2ncc(-c3c(Cl)cnc4c3cc(-c3ccc(C(=O)O)cc3)n4S(=O)(=O)c3ccc(C)cc3)s2)CCC1. Given the product Cc1ccc(S(=O)(=O)n2c(-c3ccc(C(=O)O)cc3)cc3c(-c4cnc(C5(O)CCC5)s4)c(Cl)cnc32)cc1, predict the reactants needed to synthesize it. (4) Given the product CN(C)C(=O)Cc1nn(-c2ccccc2)c(=O)c2c1c1ccccc1n2C, predict the reactants needed to synthesize it. The reactants are: CNC.Cn1c2ccccc2c2c(CC(=O)O)nn(-c3ccccc3)c(=O)c21.